Dataset: Reaction yield outcomes from USPTO patents with 853,638 reactions. Task: Predict the reaction yield, written as a fraction of the theoretical maximum amount of product (1.0 means a 100% yield; for example, 0.34 means a 34% yield). The reactants are [CH2:1]([C:5]1(O)[C:9]2[CH:10]=[C:11]([NH:16][C:17](=[O:23])[CH2:18][C:19]([CH3:22])([CH3:21])[CH3:20])[C:12]([CH3:15])=[C:13]([CH3:14])[C:8]=2[O:7][C:6]1([CH3:25])[CH3:24])[CH2:2][CH2:3][CH3:4]. The catalyst is C(OCC)(=O)C.CCCCCC. The product is [CH2:1]([CH:5]1[C:9]2[CH:10]=[C:11]([NH:16][C:17](=[O:23])[CH2:18][C:19]([CH3:22])([CH3:21])[CH3:20])[C:12]([CH3:15])=[C:13]([CH3:14])[C:8]=2[O:7][C:6]1([CH3:24])[CH3:25])[CH2:2][CH2:3][CH3:4]. The yield is 0.770.